From a dataset of Forward reaction prediction with 1.9M reactions from USPTO patents (1976-2016). Predict the product of the given reaction. Given the reactants [CH:1](=[N:8]/[C:9]1[CH:17]=[C:16]([F:18])[CH:15]=[C:14]2[C:10]=1[CH2:11][O:12][C:13]2=[O:19])\[C:2]1[CH:7]=[CH:6][CH:5]=[CH:4][CH:3]=1.[CH3:20][N:21]1[CH:25]=[CH:24][N:23]=[C:22]1[CH:26]=O.[O-:28][CH2:29][CH3:30].[Na+].C(O)C, predict the reaction product. The product is: [F:18][C:16]1[CH:15]=[C:14]([C:13]([O:12][CH2:11][CH3:10])=[O:19])[C:30]2[C:29](=[O:28])[CH:26]([C:22]3[N:21]([CH3:20])[CH:25]=[CH:24][N:23]=3)[CH:1]([C:2]3[CH:3]=[CH:4][CH:5]=[CH:6][CH:7]=3)[NH:8][C:9]=2[CH:17]=1.